From a dataset of Catalyst prediction with 721,799 reactions and 888 catalyst types from USPTO. Predict which catalyst facilitates the given reaction. (1) Reactant: Br[C:2]1[CH:7]=[C:6]([CH:8]([CH3:10])[CH3:9])[CH:5]=[CH:4][C:3]=1[NH:11][C:12](=[O:14])[CH3:13].[OH2:15].CN(C)[CH:18]=[O:19]. Product: [C:12]([NH:11][C:3]1[CH:4]=[CH:5][C:6]([CH:8]([CH3:10])[CH3:9])=[CH:7][C:2]=1[C:18]([OH:19])=[O:15])(=[O:14])[CH3:13]. The catalyst class is: 66. (2) Reactant: [C:1]([O:5][C:6]([N:8]1[CH2:15][CH:14]2[N:16]([C:17]([O:19][C:20]([CH3:23])([CH3:22])[CH3:21])=[O:18])[CH:10]([CH2:11][C:12]([C:40]3[S:44][C:43]([O:45][CH2:46][CH2:47][O:48][Si](C(C)(C)C)(C)C)=[N:42][CH:41]=3)=[C:13]2[C:24](=[O:39])[N:25]([CH:36]2[CH2:38][CH2:37]2)[CH2:26][C:27]2[CH:32]=[CH:31][CH:30]=[C:29]([O:33][CH3:34])[C:28]=2[CH3:35])[CH2:9]1)=[O:7])([CH3:4])([CH3:3])[CH3:2].C1(C)C=CC(S(O)(=O)=O)=CC=1.C([O-])([O-])=O.[Na+].[Na+]. Product: [C:1]([O:5][C:6]([N:8]1[CH2:15][CH:14]2[N:16]([C:17]([O:19][C:20]([CH3:22])([CH3:21])[CH3:23])=[O:18])[CH:10]([CH2:11][C:12]([C:40]3[S:44][C:43]([O:45][CH2:46][CH2:47][OH:48])=[N:42][CH:41]=3)=[C:13]2[C:24](=[O:39])[N:25]([CH:36]2[CH2:37][CH2:38]2)[CH2:26][C:27]2[CH:32]=[CH:31][CH:30]=[C:29]([O:33][CH3:34])[C:28]=2[CH3:35])[CH2:9]1)=[O:7])([CH3:2])([CH3:3])[CH3:4]. The catalyst class is: 5. (3) Reactant: [NH:1]([C:22]([O:24][CH2:25][C:26]1[CH:31]=[CH:30][CH:29]=[CH:28][CH:27]=1)=[O:23])[C@H:2]([C:19](O)=[O:20])[CH2:3][C:4]1[CH:9]=[CH:8][C:7]([CH2:10][NH:11][C:12]([O:14][C:15]([CH3:18])([CH3:17])[CH3:16])=[O:13])=[CH:6][CH:5]=1.CN(C(ON1N=NC2C=CC=CC1=2)=[N+](C)C)C.F[P-](F)(F)(F)(F)F.Cl.[NH2:57][C@H:58]([C:63]([O:65][CH3:66])=[O:64])[CH2:59][CH:60]([CH3:62])[CH3:61].CCN(C(C)C)C(C)C. Product: [NH:1]([C:22]([O:24][CH2:25][C:26]1[CH:31]=[CH:30][CH:29]=[CH:28][CH:27]=1)=[O:23])[C@H:2]([C:19]([NH:57][C@H:58]([C:63]([O:65][CH3:66])=[O:64])[CH2:59][CH:60]([CH3:62])[CH3:61])=[O:20])[CH2:3][C:4]1[CH:5]=[CH:6][C:7]([CH2:10][NH:11][C:12]([O:14][C:15]([CH3:18])([CH3:17])[CH3:16])=[O:13])=[CH:8][CH:9]=1. The catalyst class is: 124. (4) Reactant: [C:1]([C:4]1([CH2:7][CH2:8][CH2:9][CH2:10][C:11](=[O:22])[CH2:12][CH2:13][CH2:14][CH2:15][C:16]([CH3:21])([CH3:20])[C:17]([OH:19])=[O:18])[CH2:6][CH2:5]1)([OH:3])=[O:2].[OH-].[Na+].[BH4-].[Na+].Cl. Product: [C:1]([C:4]1([CH2:7][CH2:8][CH2:9][CH2:10][CH:11]([OH:22])[CH2:12][CH2:13][CH2:14][CH2:15][C:16]([CH3:20])([CH3:21])[C:17]([OH:19])=[O:18])[CH2:5][CH2:6]1)([OH:3])=[O:2]. The catalyst class is: 378. (5) Reactant: Br[C:2]1[N:3]=[CH:4][C:5]([N:8]2[CH2:13][CH2:12][C:11]3([CH2:18][CH2:17][N:16]([CH:19]4[CH2:22][CH2:21][CH2:20]4)[CH2:15][CH2:14]3)[CH2:10][CH2:9]2)=[N:6][CH:7]=1.[N:23]1[CH:28]=[CH:27][CH:26]=[C:25](B(O)O)[CH:24]=1.C([O-])([O-])=O.[Na+].[Na+]. Product: [CH:19]1([N:16]2[CH2:17][CH2:18][C:11]3([CH2:12][CH2:13][N:8]([C:5]4[CH:4]=[N:3][C:2]([C:25]5[CH:24]=[N:23][CH:28]=[CH:27][CH:26]=5)=[CH:7][N:6]=4)[CH2:9][CH2:10]3)[CH2:14][CH2:15]2)[CH2:22][CH2:21][CH2:20]1. The catalyst class is: 149.